From a dataset of Reaction yield outcomes from USPTO patents with 853,638 reactions. Predict the reaction yield, written as a fraction of the theoretical maximum amount of product (1.0 means a 100% yield; for example, 0.34 means a 34% yield). The reactants are [Cl:1][C:2]1[C:14]([I:15])=[CH:13][C:5]2[C:6](=[O:12])[CH2:7][CH2:8][C:9](=[O:11])[NH:10][C:4]=2[CH:3]=1.[CH3:16][N:17]([CH:19](OC)OC)[CH3:18].CCOCC. The catalyst is C1COCC1. The product is [Cl:1][C:2]1[C:14]([I:15])=[CH:13][C:5]2[C:6](=[O:12])/[C:7](=[CH:16]\[N:17]([CH3:19])[CH3:18])/[CH2:8][C:9](=[O:11])[NH:10][C:4]=2[CH:3]=1. The yield is 0.820.